From a dataset of NCI-60 drug combinations with 297,098 pairs across 59 cell lines. Regression. Given two drug SMILES strings and cell line genomic features, predict the synergy score measuring deviation from expected non-interaction effect. (1) Cell line: UACC-257. Drug 2: CN(C(=O)NC(C=O)C(C(C(CO)O)O)O)N=O. Drug 1: CC1C(C(=O)NC(C(=O)N2CCCC2C(=O)N(CC(=O)N(C(C(=O)O1)C(C)C)C)C)C(C)C)NC(=O)C3=C4C(=C(C=C3)C)OC5=C(C(=O)C(=C(C5=N4)C(=O)NC6C(OC(=O)C(N(C(=O)CN(C(=O)C7CCCN7C(=O)C(NC6=O)C(C)C)C)C)C(C)C)C)N)C. Synergy scores: CSS=3.06, Synergy_ZIP=-2.09, Synergy_Bliss=-2.12, Synergy_Loewe=-9.10, Synergy_HSA=-2.89. (2) Drug 1: C1=CN(C(=O)N=C1N)C2C(C(C(O2)CO)O)O.Cl. Drug 2: CCN(CC)CCNC(=O)C1=C(NC(=C1C)C=C2C3=C(C=CC(=C3)F)NC2=O)C. Cell line: HCT-15. Synergy scores: CSS=28.2, Synergy_ZIP=-2.47, Synergy_Bliss=0.771, Synergy_Loewe=-14.4, Synergy_HSA=-2.53.